Dataset: Full USPTO retrosynthesis dataset with 1.9M reactions from patents (1976-2016). Task: Predict the reactants needed to synthesize the given product. (1) The reactants are: [C:9](O[C:9]([O:11][C:12]([CH3:15])([CH3:14])[CH3:13])=[O:10])([O:11][C:12]([CH3:15])([CH3:14])[CH3:13])=[O:10].[Cl:16][C:17]1[CH:18]=[CH:19][C:20]2[O:25][CH2:24][C@H:23]([CH2:26][NH:27][CH2:28][CH:29]3[CH2:34][CH2:33][N:32]([C:35]4[CH:40]=[CH:39][CH:38]=[CH:37][C:36]=4[O:41]C)[CH2:31][CH2:30]3)[O:22][C:21]=2[CH:43]=1. Given the product [C:12]([O:11][C:9]([N:27]([CH2:28][CH:29]1[CH2:34][CH2:33][N:32]([C:35]2[CH:40]=[CH:39][CH:38]=[CH:37][C:36]=2[OH:41])[CH2:31][CH2:30]1)[CH2:26][C@@H:23]1[O:22][C:21]2[CH:43]=[C:17]([Cl:16])[CH:18]=[CH:19][C:20]=2[O:25][CH2:24]1)=[O:10])([CH3:13])([CH3:14])[CH3:15], predict the reactants needed to synthesize it. (2) Given the product [Cl:6][C:7]1[C:8]([C:16]([OH:18])=[O:17])=[C:9]([F:15])[C:10]([O:13][CH3:14])=[CH:11][CH:12]=1, predict the reactants needed to synthesize it. The reactants are: C([Li])CCC.[Cl:6][C:7]1[CH:12]=[CH:11][C:10]([O:13][CH3:14])=[C:9]([F:15])[CH:8]=1.[C:16](=[O:18])=[O:17].